Dataset: NCI-60 drug combinations with 297,098 pairs across 59 cell lines. Task: Regression. Given two drug SMILES strings and cell line genomic features, predict the synergy score measuring deviation from expected non-interaction effect. (1) Drug 1: CCCCCOC(=O)NC1=NC(=O)N(C=C1F)C2C(C(C(O2)C)O)O. Drug 2: CC1=C(N=C(N=C1N)C(CC(=O)N)NCC(C(=O)N)N)C(=O)NC(C(C2=CN=CN2)OC3C(C(C(C(O3)CO)O)O)OC4C(C(C(C(O4)CO)O)OC(=O)N)O)C(=O)NC(C)C(C(C)C(=O)NC(C(C)O)C(=O)NCCC5=NC(=CS5)C6=NC(=CS6)C(=O)NCCC[S+](C)C)O. Cell line: MDA-MB-435. Synergy scores: CSS=3.88, Synergy_ZIP=-1.95, Synergy_Bliss=-2.02, Synergy_Loewe=-0.249, Synergy_HSA=-0.0797. (2) Drug 1: C1CN(CCN1C(=O)CCBr)C(=O)CCBr. Drug 2: CCC1(C2=C(COC1=O)C(=O)N3CC4=CC5=C(C=CC(=C5CN(C)C)O)N=C4C3=C2)O.Cl. Cell line: TK-10. Synergy scores: CSS=24.5, Synergy_ZIP=-6.65, Synergy_Bliss=-2.31, Synergy_Loewe=-22.3, Synergy_HSA=-2.17. (3) Drug 1: CC1=C(C=C(C=C1)C(=O)NC2=CC(=CC(=C2)C(F)(F)F)N3C=C(N=C3)C)NC4=NC=CC(=N4)C5=CN=CC=C5. Drug 2: C1CN1C2=NC(=NC(=N2)N3CC3)N4CC4. Cell line: T-47D. Synergy scores: CSS=16.2, Synergy_ZIP=1.05, Synergy_Bliss=9.94, Synergy_Loewe=-1.48, Synergy_HSA=1.12. (4) Drug 1: COC1=CC(=CC(=C1O)OC)C2C3C(COC3=O)C(C4=CC5=C(C=C24)OCO5)OC6C(C(C7C(O6)COC(O7)C8=CC=CS8)O)O. Drug 2: COC1=NC(=NC2=C1N=CN2C3C(C(C(O3)CO)O)O)N. Cell line: NCIH23. Synergy scores: CSS=45.1, Synergy_ZIP=4.95, Synergy_Bliss=7.18, Synergy_Loewe=-37.9, Synergy_HSA=6.79. (5) Drug 1: C1CN1P(=S)(N2CC2)N3CC3. Drug 2: CCC1=C2CN3C(=CC4=C(C3=O)COC(=O)C4(CC)O)C2=NC5=C1C=C(C=C5)O. Cell line: MDA-MB-435. Synergy scores: CSS=10.8, Synergy_ZIP=-3.21, Synergy_Bliss=1.15, Synergy_Loewe=-8.09, Synergy_HSA=-3.16. (6) Drug 1: C1=CC(=CC=C1CCCC(=O)O)N(CCCl)CCCl. Drug 2: C(CN)CNCCSP(=O)(O)O. Cell line: RPMI-8226. Synergy scores: CSS=55.0, Synergy_ZIP=11.2, Synergy_Bliss=10.8, Synergy_Loewe=2.98, Synergy_HSA=12.3. (7) Drug 1: C(CCl)NC(=O)N(CCCl)N=O. Drug 2: CC1C(C(CC(O1)OC2CC(CC3=C2C(=C4C(=C3O)C(=O)C5=C(C4=O)C(=CC=C5)OC)O)(C(=O)CO)O)N)O.Cl. Cell line: SN12C. Synergy scores: CSS=47.5, Synergy_ZIP=-2.38, Synergy_Bliss=-2.33, Synergy_Loewe=0.313, Synergy_HSA=1.34. (8) Drug 1: CC(C)NC(=O)C1=CC=C(C=C1)CNNC.Cl. Drug 2: CC1C(C(CC(O1)OC2CC(CC3=C2C(=C4C(=C3O)C(=O)C5=CC=CC=C5C4=O)O)(C(=O)C)O)N)O. Cell line: NCI-H460. Synergy scores: CSS=39.2, Synergy_ZIP=2.41, Synergy_Bliss=0.337, Synergy_Loewe=-23.3, Synergy_HSA=0.859. (9) Drug 1: CC1=C(C=C(C=C1)C(=O)NC2=CC(=CC(=C2)C(F)(F)F)N3C=C(N=C3)C)NC4=NC=CC(=N4)C5=CN=CC=C5. Drug 2: COC1=C2C(=CC3=C1OC=C3)C=CC(=O)O2. Cell line: COLO 205. Synergy scores: CSS=0.989, Synergy_ZIP=2.22, Synergy_Bliss=-2.53, Synergy_Loewe=-3.71, Synergy_HSA=-3.71. (10) Drug 1: CC1CCC2CC(C(=CC=CC=CC(CC(C(=O)C(C(C(=CC(C(=O)CC(OC(=O)C3CCCCN3C(=O)C(=O)C1(O2)O)C(C)CC4CCC(C(C4)OC)O)C)C)O)OC)C)C)C)OC. Drug 2: CC1=C(N=C(N=C1N)C(CC(=O)N)NCC(C(=O)N)N)C(=O)NC(C(C2=CN=CN2)OC3C(C(C(C(O3)CO)O)O)OC4C(C(C(C(O4)CO)O)OC(=O)N)O)C(=O)NC(C)C(C(C)C(=O)NC(C(C)O)C(=O)NCCC5=NC(=CS5)C6=NC(=CS6)C(=O)NCCC[S+](C)C)O. Cell line: BT-549. Synergy scores: CSS=25.2, Synergy_ZIP=-8.55, Synergy_Bliss=-1.52, Synergy_Loewe=1.02, Synergy_HSA=0.842.